Dataset: Full USPTO retrosynthesis dataset with 1.9M reactions from patents (1976-2016). Task: Predict the reactants needed to synthesize the given product. (1) Given the product [Si:8]([O:7][CH2:6][C@H:2]([NH:1][CH2:30][CH2:31][C:32]1[CH:43]=[CH:42][C:35]([C:36]([O:38][CH:39]([CH3:40])[CH3:41])=[O:37])=[CH:34][CH:33]=1)[CH2:3][CH2:4][OH:5])([C:11]([CH3:14])([CH3:13])[CH3:12])([CH3:10])[CH3:9], predict the reactants needed to synthesize it. The reactants are: [NH2:1][C@@H:2]([CH2:6][O:7][Si:8]([C:11]([CH3:14])([CH3:13])[CH3:12])([CH3:10])[CH3:9])[CH2:3][CH2:4][OH:5].FC(F)(F)C(O)=O.C(N(CC)CC)C.O=[CH:30][CH2:31][C:32]1[CH:43]=[CH:42][C:35]([C:36]([O:38][CH:39]([CH3:41])[CH3:40])=[O:37])=[CH:34][CH:33]=1.C([BH3-])#N.[Na+]. (2) Given the product [Cl:1][C:2]1[C:3]([CH3:26])=[N:4][C:5]2[N:6]([N:9]=[C:10]3[CH2:14][N:13]([C:15]([C:17]4[CH:22]=[CH:21][CH:20]=[CH:19][C:18]=4[CH:23]([OH:25])[CH3:24])=[O:16])[CH2:12][C:11]=23)[C:7]=1[CH3:8], predict the reactants needed to synthesize it. The reactants are: [Cl:1][C:2]1[C:3]([CH3:26])=[N:4][C:5]2[N:6]([N:9]=[C:10]3[CH2:14][N:13]([C:15]([C:17]4[CH:22]=[CH:21][CH:20]=[CH:19][C:18]=4[C:23](=[O:25])[CH3:24])=[O:16])[CH2:12][C:11]=23)[C:7]=1[CH3:8].[BH4-].[Na+]. (3) Given the product [CH2:18]([O:25][NH:26][C:14]([C:10]1[CH:9]=[C:8]([N:2]2[CH2:3][CH2:4][CH2:5][CH2:6][CH2:7]2)[CH:13]=[CH:12][N:11]=1)=[O:16])[C:19]1[CH:24]=[CH:23][CH:22]=[CH:21][CH:20]=1, predict the reactants needed to synthesize it. The reactants are: Cl.[N:2]1([C:8]2[CH:13]=[CH:12][N:11]=[C:10]([C:14]([OH:16])=O)[CH:9]=2)[CH2:7][CH2:6][CH2:5][CH2:4][CH2:3]1.Cl.[CH2:18]([O:25][NH2:26])[C:19]1[CH:24]=[CH:23][CH:22]=[CH:21][CH:20]=1. (4) Given the product [F:29][C:11]1[CH:10]=[C:9]([O:8][C:6]2[CH:5]=[CH:4][N:3]=[C:2]([NH:1][C:33]([N:32]3[CH2:35][CH2:36][CH2:31][CH2:30]3)=[O:39])[CH:7]=2)[CH:14]=[CH:13][C:12]=1[NH:15][C:16](=[O:28])[CH2:17][C:18]([NH:20][C:21]1[CH:26]=[CH:25][C:24]([F:27])=[CH:23][CH:22]=1)=[O:19], predict the reactants needed to synthesize it. The reactants are: [NH2:1][C:2]1[CH:7]=[C:6]([O:8][C:9]2[CH:14]=[CH:13][C:12]([NH:15][C:16](=[O:28])[CH2:17][C:18]([NH:20][C:21]3[CH:26]=[CH:25][C:24]([F:27])=[CH:23][CH:22]=3)=[O:19])=[C:11]([F:29])[CH:10]=2)[CH:5]=[CH:4][N:3]=1.[CH2:30]([N:32]([CH2:35][CH3:36])[CH2:33]C)[CH3:31].ClC(OC1C=CC=CC=1)=[O:39].CCCCCC. (5) Given the product [Cl:38][C:35]1[CH:36]=[CH:37][C:32]([CH2:31][NH:30][C:26]2[N:25]=[C:24]([C:23]3[C:18]4[C:19](=[N:20][C:15]([NH:14][CH:11]5[CH2:10][CH2:9][CH:8]([NH2:7])[CH2:13][CH2:12]5)=[N:16][CH:17]=4)[NH:21][N:22]=3)[CH:29]=[CH:28][N:27]=2)=[CH:33][CH:34]=1, predict the reactants needed to synthesize it. The reactants are: C(OC(=O)[NH:7][CH:8]1[CH2:13][CH2:12][CH:11]([NH:14][C:15]2[N:20]=[C:19]3[NH:21][N:22]=[C:23]([C:24]4[CH:29]=[CH:28][N:27]=[C:26]([NH:30][CH2:31][C:32]5[CH:37]=[CH:36][C:35]([Cl:38])=[CH:34][CH:33]=5)[N:25]=4)[C:18]3=[CH:17][N:16]=2)[CH2:10][CH2:9]1)(C)(C)C. (6) The reactants are: C(Cl)CCl.[C:5]([O:9][C:10]([NH:12][CH:13]([CH:17]([OH:26])[C:18]1[CH:23]=[CH:22][C:21]([O:24][CH3:25])=[CH:20][CH:19]=1)[C:14]([OH:16])=O)=[O:11])([CH3:8])([CH3:7])[CH3:6].FC(F)(F)C(O)=O.[CH2:34]([O:38][C:39]1([C:43]2[CH:48]=[CH:47][CH:46]=[CH:45][C:44]=2[CH3:49])[CH2:42][NH:41][CH2:40]1)[CH2:35][CH2:36][CH3:37].C1C=NC2N(O)N=NC=2C=1.[OH-].[Na+]. Given the product [CH2:34]([O:38][C:39]1([C:43]2[CH:48]=[CH:47][CH:46]=[CH:45][C:44]=2[CH3:49])[CH2:40][N:41]([C:14]([CH:13]([NH:12][C:10](=[O:11])[O:9][C:5]([CH3:6])([CH3:7])[CH3:8])[CH:17]([OH:26])[C:18]2[CH:23]=[CH:22][C:21]([O:24][CH3:25])=[CH:20][CH:19]=2)=[O:16])[CH2:42]1)[CH2:35][CH2:36][CH3:37], predict the reactants needed to synthesize it. (7) Given the product [CH3:1][O:2][C:3]1[CH:8]=[CH:7][C:6]([C:9]2[O:10][C:11]3[C:16]([C:17](=[N:31][OH:32])[CH:18]=2)=[CH:15][CH:14]=[C:13]([O:20][CH2:21][CH2:22][CH2:23][N:24]2[CH2:29][CH2:28][O:27][CH2:26][CH2:25]2)[CH:12]=3)=[CH:5][CH:4]=1, predict the reactants needed to synthesize it. The reactants are: [CH3:1][O:2][C:3]1[CH:8]=[CH:7][C:6]([C:9]2[O:10][C:11]3[C:16]([C:17](=S)[CH:18]=2)=[CH:15][CH:14]=[C:13]([O:20][CH2:21][CH2:22][CH2:23][N:24]2[CH2:29][CH2:28][O:27][CH2:26][CH2:25]2)[CH:12]=3)=[CH:5][CH:4]=1.Cl.[NH2:31][OH:32]. (8) Given the product [CH3:1][N:2]1[C:6]2=[N:7][CH:8]=[CH:9][CH:10]=[C:5]2[C:4]([CH2:11][CH2:12][NH2:13])=[CH:3]1, predict the reactants needed to synthesize it. The reactants are: [CH3:1][N:2]1[C:6]2=[N:7][CH:8]=[CH:9][CH:10]=[C:5]2[C:4](/[CH:11]=[CH:12]/[N+:13]([O-])=O)=[CH:3]1.[H-].[H-].[H-].[H-].[Li+].[Al+3].[OH-].[K+].[O-]S([O-])(=O)=O.[Na+].[Na+]. (9) Given the product [Cl:23][C:21]1[CH:20]=[CH:19][C:18]2[C:24]3[C:25]([CH:14]([CH2:13][C:12]([N:9]4[CH2:10][CH2:11][CH:6]([CH2:5][C:4]([OH:43])=[O:3])[CH2:7][CH2:8]4)=[O:42])[O:15][CH:16]([C:32]4[CH:37]=[CH:36][CH:35]=[C:34]([O:38][CH3:39])[C:33]=4[O:40][CH3:41])[C:17]=2[CH:22]=1)=[N:26][O:27][C:28]=3[CH:29]([CH3:31])[CH3:30], predict the reactants needed to synthesize it. The reactants are: C([O:3][C:4](=[O:43])[CH2:5][CH:6]1[CH2:11][CH2:10][N:9]([C:12](=[O:42])[CH2:13][CH:14]2[C:25]3=[N:26][O:27][C:28]([CH:29]([CH3:31])[CH3:30])=[C:24]3[C:18]3[CH:19]=[CH:20][C:21]([Cl:23])=[CH:22][C:17]=3[CH:16]([C:32]3[CH:37]=[CH:36][CH:35]=[C:34]([O:38][CH3:39])[C:33]=3[O:40][CH3:41])[O:15]2)[CH2:8][CH2:7]1)C.Cl.O. (10) Given the product [CH3:26][N:27]1[CH:31]=[C:30]([C:7]2[CH:8]=[C:9]([NH:16][C:17](=[O:18])[O:19][C:20]([CH3:23])([CH3:22])[CH3:21])[C:10]3[N:11]([N:13]=[CH:14][CH:15]=3)[CH:12]=2)[CH:29]=[N:28]1, predict the reactants needed to synthesize it. The reactants are: FC(F)(F)S(O[C:7]1[CH:8]=[C:9]([NH:16][C:17]([O:19][C:20]([CH3:23])([CH3:22])[CH3:21])=[O:18])[C:10]2[N:11]([N:13]=[CH:14][CH:15]=2)[CH:12]=1)(=O)=O.[CH3:26][N:27]1[CH:31]=[C:30](B2OC(C)(C)C(C)(C)O2)[CH:29]=[N:28]1.[F-].[K+].F[B-](F)(F)F.C([PH+](C(C)(C)C)C(C)(C)C)(C)(C)C.